This data is from Forward reaction prediction with 1.9M reactions from USPTO patents (1976-2016). The task is: Predict the product of the given reaction. (1) Given the reactants Cl[C:2]([O:4][CH3:5])=[O:3].[C:6]([O:10][C:11]([N:13]1[CH2:18][CH2:17][NH:16][CH2:15][CH:14]1[CH2:19][CH2:20][OH:21])=[O:12])([CH3:9])([CH3:8])[CH3:7].C(N(CC)CC)C, predict the reaction product. The product is: [C:6]([O:10][C:11]([N:13]1[CH2:18][CH2:17][N:16]([C:2]([O:4][CH3:5])=[O:3])[CH2:15][CH:14]1[CH2:19][CH2:20][OH:21])=[O:12])([CH3:9])([CH3:8])[CH3:7]. (2) Given the reactants O1C=CC=C1[C@H](O)CNC.[CH3:11][N:12]1[CH2:16][C@H:15]([C:17]2[CH:22]=[N:21][CH:20]=[CH:19][N:18]=2)[O:14]C1=O.[OH-].[K+], predict the reaction product. The product is: [CH3:11][NH:12][CH2:16][C@H:15]([C:17]1[CH:22]=[N:21][CH:20]=[CH:19][N:18]=1)[OH:14]. (3) Given the reactants [CH3:1][O:2][C:3]([C:5]1[C:6]2[N:14]([CH3:15])[CH:13]=[CH:12][C:7]=2[C:8](Cl)=[N:9][CH:10]=1)=[O:4].[Cl:16][C:17]1[CH:18]=[C:19]([CH:21]=[CH:22][CH:23]=1)[NH2:20].CS(O)(=O)=O, predict the reaction product. The product is: [CH3:1][O:2][C:3]([C:5]1[C:6]2[N:14]([CH3:15])[CH:13]=[CH:12][C:7]=2[C:8]([NH:20][C:19]2[CH:21]=[CH:22][CH:23]=[C:17]([Cl:16])[CH:18]=2)=[N:9][CH:10]=1)=[O:4]. (4) Given the reactants [CH3:1][CH:2]1[CH2:7][CH2:6][C:5](=O)[CH:4]([CH2:9][C:10](=O)[C:11]2[CH:16]=[CH:15][CH:14]=[CH:13][CH:12]=2)[CH2:3]1.[NH2:18][C:19]1[S:20][CH:21]=[C:22]([C:24]([O:26]C)=[O:25])[N:23]=1, predict the reaction product. The product is: [CH3:1][CH:2]1[CH2:7][CH2:6][C:5]2[N:18]([C:19]3[S:20][CH:21]=[C:22]([C:24]([OH:26])=[O:25])[N:23]=3)[C:10]([C:11]3[CH:16]=[CH:15][CH:14]=[CH:13][CH:12]=3)=[CH:9][C:4]=2[CH2:3]1. (5) Given the reactants Cl.[F:2][C:3]1[C:8]([F:9])=[CH:7][CH:6]=[CH:5][C:4]=1[CH2:10][CH2:11][C:12]([NH2:14])=[NH:13].[O-]CC.[Na+].C([O:21][C:22]([CH:24]1[CH2:28][CH2:27][CH2:26][C:25]1=O)=O)C, predict the reaction product. The product is: [F:2][C:3]1[C:8]([F:9])=[CH:7][CH:6]=[CH:5][C:4]=1[CH2:10][CH2:11][C:12]1[NH:14][C:25]2[CH2:26][CH2:27][CH2:28][C:24]=2[C:22](=[O:21])[N:13]=1. (6) Given the reactants CO[C:3](=[O:12])[C:4]1[CH:9]=[C:8](Br)[C:7](Cl)=[N:6][CH:5]=1.[CH3:13][NH:14][CH2:15][CH2:16][CH3:17].[Cl:18][C:19]1[CH:24]=[CH:23][C:22](B(O)O)=[CH:21][CH:20]=1.Cl.[NH2:29][C@@H:30]1[CH2:35][CH2:34][CH2:33][CH2:32][C@H:31]1[OH:36], predict the reaction product. The product is: [Cl:18][C:19]1[CH:24]=[CH:23][C:22]([C:8]2[C:7]([N:14]([CH3:13])[CH2:15][CH2:16][CH3:17])=[N:6][CH:5]=[C:4]([CH:9]=2)[C:3]([NH:29][C@@H:30]2[CH2:35][CH2:34][CH2:33][CH2:32][C@H:31]2[OH:36])=[O:12])=[CH:21][CH:20]=1. (7) Given the reactants [Cl:1][C:2]1[CH:7]=[CH:6][C:5]([C:8](=O)[CH2:9][CH2:10][C:11](=O)[CH2:12][CH3:13])=[CH:4][CH:3]=1.[Cl:16][C:17]1[CH:23]=[CH:22][C:20]([NH2:21])=[CH:19][CH:18]=1.C1(C)C=CC(S(O)(=O)=O)=CC=1, predict the reaction product. The product is: [Cl:16][C:17]1[CH:23]=[CH:22][C:20]([N:21]2[C:11]([CH2:12][CH3:13])=[CH:10][CH:9]=[C:8]2[C:5]2[CH:6]=[CH:7][C:2]([Cl:1])=[CH:3][CH:4]=2)=[CH:19][CH:18]=1.